Dataset: Reaction yield outcomes from USPTO patents with 853,638 reactions. Task: Predict the reaction yield, written as a fraction of the theoretical maximum amount of product (1.0 means a 100% yield; for example, 0.34 means a 34% yield). (1) The reactants are N([O-])=O.[Na+].N[CH2:6][C:7]1[CH:8]=[CH:9][C:10]([C:13]2[N:17]([C:18]3[CH:19]=[N:20][CH:21]=[CH:22][CH:23]=3)[N:16]=[C:15]([C:24]([N:26]3[CH2:31][CH2:30][C:29]([F:33])([F:32])[CH2:28][CH2:27]3)=[O:25])[CH:14]=2)=[N:11][CH:12]=1.C(=O)([O-])[OH:35].[Na+].C(Cl)(Cl)Cl.CO. The catalyst is O.C(O)(=O)C. The product is [OH:35][CH2:6][C:7]1[CH:8]=[CH:9][C:10]([C:13]2[N:17]([C:18]3[CH:19]=[N:20][CH:21]=[CH:22][CH:23]=3)[N:16]=[C:15]([C:24]([N:26]3[CH2:31][CH2:30][C:29]([F:33])([F:32])[CH2:28][CH2:27]3)=[O:25])[CH:14]=2)=[N:11][CH:12]=1. The yield is 0.440. (2) The yield is 1.00. The product is [Cl:13][C:14]1[CH:15]=[C:16]([C:20]2[O:24][N:23]=[C:22]([CH2:25][O:26][S:9]([CH3:8])(=[O:11])=[O:10])[CH:21]=2)[CH:17]=[CH:18][CH:19]=1. The reactants are C(N(CC)CC)C.[CH3:8][S:9](Cl)(=[O:11])=[O:10].[Cl:13][C:14]1[CH:15]=[C:16]([C:20]2[O:24][N:23]=[C:22]([CH2:25][OH:26])[CH:21]=2)[CH:17]=[CH:18][CH:19]=1. The catalyst is C(Cl)Cl. (3) The reactants are Cl[CH2:2][CH2:3][C:4]([NH:6][C:7]1[CH:12]=[CH:11][C:10]([O:13]C)=[CH:9][C:8]=1[CH3:15])=[O:5].[Cl-].[Al+3].[Cl-].[Cl-]. The catalyst is CCCCCCC.C(Cl)(Cl)Cl. The product is [OH:13][C:10]1[CH:11]=[C:12]2[C:7](=[C:8]([CH3:15])[CH:9]=1)[NH:6][C:4](=[O:5])[CH2:3][CH2:2]2. The yield is 0.390. (4) The reactants are [CH3:1][C:2]1([CH3:9])[O:6][CH:5]([CH2:7][OH:8])[CH2:4][O:3]1.C(=O)([O-])[O-].[Cs+].[Cs+].[Br:16][C:17]1[CH:18]=[CH:19][C:20]2[N:24]=[C:23](C(Cl)(Cl)Cl)[N:22]([C:29]3[CH:34]=[CH:33][N:32]=[C:31]([NH2:35])[N:30]=3)[C:21]=2[CH:36]=1. The catalyst is CN(C)C=O. The product is [Br:16][C:17]1[CH:18]=[CH:19][C:20]2[N:24]=[C:23]([O:8][CH2:7][CH:5]3[CH2:4][O:3][C:2]([CH3:9])([CH3:1])[O:6]3)[N:22]([C:29]3[CH:34]=[CH:33][N:32]=[C:31]([NH2:35])[N:30]=3)[C:21]=2[CH:36]=1. The yield is 0.750.